The task is: Predict which catalyst facilitates the given reaction.. This data is from Catalyst prediction with 721,799 reactions and 888 catalyst types from USPTO. (1) Reactant: [CH2:1]([CH:3]([O:6][C:7]1[C:12]([C:13](O)=[O:14])=[C:11]([NH:16][C:17]2[CH:22]=[CH:21][C:20]([Cl:23])=[CH:19][C:18]=2[Cl:24])[N:10]=[C:9]([CH3:25])[CH:8]=1)[CH2:4][CH3:5])[CH3:2].CSC. Product: [Cl:24][C:18]1[CH:19]=[C:20]([Cl:23])[CH:21]=[CH:22][C:17]=1[NH:16][C:11]1[C:12]([CH2:13][OH:14])=[C:7]([O:6][CH:3]([CH2:4][CH3:5])[CH2:1][CH3:2])[CH:8]=[C:9]([CH3:25])[N:10]=1. The catalyst class is: 1. (2) Reactant: [Br:1][C:2]1[CH:7]=[CH:6][CH:5]=[CH:4][C:3]=1[CH2:8][N:9]1[C:14](=[O:15])[C:13]([C:16]([NH:18][CH2:19][C:20]([O:22]CC)=[O:21])=[O:17])=[C:12]([OH:25])[C:11]([C:26](OC)=[O:27])=[C:10]1[OH:30].[NH2:31][C:32]1[CH:33]=[N:34][CH:35]=[CH:36][CH:37]=1.Cl. Product: [Br:1][C:2]1[CH:7]=[CH:6][CH:5]=[CH:4][C:3]=1[CH2:8][N:9]1[C:10]([OH:30])=[C:11]([C:26]([NH:31][C:32]2[CH:33]=[N:34][CH:35]=[CH:36][CH:37]=2)=[O:27])[C:12]([OH:25])=[C:13]([C:16]([NH:18][CH2:19][C:20]([OH:22])=[O:21])=[O:17])[C:14]1=[O:15]. The catalyst class is: 22. (3) Reactant: ClC1C(NC2C=C(OC)NN=2)=NC([NH:8][C@H:9]([C:11]2[N:16]=[CH:15][C:14]([F:17])=[CH:13][N:12]=2)[CH3:10])=NC=1.Cl[C:27]1[N:32]=[C:31]([NH:33][C:34]2[CH:38]=[C:37]([CH:39]3[CH2:41][CH2:40]3)[NH:36][N:35]=2)[C:30]([N+:42]([O-:44])=[O:43])=[CH:29][N:28]=1.CCN(C(C)C)C(C)C. Product: [N+:42]([C:30]1[C:31]([NH:33][C:34]2[CH:38]=[C:37]([CH:39]3[CH2:41][CH2:40]3)[NH:36][N:35]=2)=[N:32][C:27]([NH:8][C@H:9]([C:11]2[N:16]=[CH:15][C:14]([F:17])=[CH:13][N:12]=2)[CH3:10])=[N:28][CH:29]=1)([O-:44])=[O:43]. The catalyst class is: 114.